Dataset: Forward reaction prediction with 1.9M reactions from USPTO patents (1976-2016). Task: Predict the product of the given reaction. (1) Given the reactants [F:1][C:2]1[CH:7]=[CH:6][C:5]([S:8]([N:11]([C:16]2[C:25]([C:26]([O:28][CH3:29])=[O:27])=[C:24]3[C:19]([C@H:20]4[CH2:30][C@H:21]4[CH2:22][O:23]3)=[CH:18][CH:17]=2)[C:12]([O:14][CH3:15])=[O:13])(=[O:10])=[O:9])=[C:4](/[CH:31]=[CH:32]\[CH2:33]OS(C)(=O)=O)[CH:3]=1.C(N(C(C)C)CC)(C)C.[NH:48]1[CH2:52][CH2:51][C@H:50]([CH2:53][OH:54])[CH2:49]1.O, predict the reaction product. The product is: [F:1][C:2]1[CH:7]=[CH:6][C:5]([S:8]([N:11]([C:16]2[C:25]([C:26]([O:28][CH3:29])=[O:27])=[C:24]3[C:19]([C@H:20]4[CH2:30][C@H:21]4[CH2:22][O:23]3)=[CH:18][CH:17]=2)[C:12]([O:14][CH3:15])=[O:13])(=[O:9])=[O:10])=[C:4](/[CH:31]=[CH:32]\[CH2:33][N:48]2[CH2:52][CH2:51][C@H:50]([CH2:53][OH:54])[CH2:49]2)[CH:3]=1. (2) Given the reactants [C:1]([CH:5]1[O:18][CH2:17][CH:16]2[CH:7]([O:8][C:9](=O)[C:10]3[C:15]2=[N:14][C:13]([CH3:19])=[CH:12][CH:11]=3)[CH2:6]1)([CH3:4])([CH3:3])[CH3:2].CO.[NH3:23], predict the reaction product. The product is: [C:1]([CH:5]1[O:18][CH2:17][C:16]2[C:15]3[C:10](=[CH:11][CH:12]=[C:13]([CH3:19])[N:14]=3)[C:9](=[O:8])[NH:23][C:7]=2[CH2:6]1)([CH3:4])([CH3:3])[CH3:2]. (3) Given the reactants CN(C(ON1N=NC2C=CC=NC1=2)=[N+](C)C)C.F[P-](F)(F)(F)(F)F.[NH:25]1[CH2:30][CH2:29][O:28][CH2:27][CH2:26]1.C(N(C(C)C)CC)(C)C.[Br:40][C:41]1[CH:42]=[C:43]([CH:47]=[C:48]([N+:50]([O-:52])=[O:51])[CH:49]=1)[C:44](O)=[O:45], predict the reaction product. The product is: [Br:40][C:41]1[CH:42]=[C:43]([C:44]([N:25]2[CH2:30][CH2:29][O:28][CH2:27][CH2:26]2)=[O:45])[CH:47]=[C:48]([N+:50]([O-:52])=[O:51])[CH:49]=1. (4) Given the reactants [CH2:1]([N:8]1[C:16]2[C:11](=[CH:12][CH:13]=[C:14]([C:17]([O:19][CH3:20])=[O:18])[CH:15]=2)[C:10]([CH3:21])=[N:9]1)[C:2]1[CH:7]=[CH:6][CH:5]=[CH:4][CH:3]=1.CC1C2C(=CC(C(OC)=O)=CC=2)NN=1.C(Br)C1C=CC=CC=1.C(=O)([O-])[O-].[K+].[K+].C1OCCOCCOCCOCCOCCOC1, predict the reaction product. The product is: [CH2:1]([N:8]1[C:16]([CH3:15])=[C:11]2[C:10]([CH:21]=[C:14]([C:17]([O:19][CH3:20])=[O:18])[CH:13]=[CH:12]2)=[N:9]1)[C:2]1[CH:3]=[CH:4][CH:5]=[CH:6][CH:7]=1. (5) Given the reactants C(OC([N:8]1[CH2:13][CH2:12][CH:11]([NH:14][C:15]2[CH:20]=[C:19]([O:21][CH3:22])[N:18]=[C:17]([O:23]C)[N:16]=2)[CH2:10][CH2:9]1)=O)(C)(C)C.[ClH:25], predict the reaction product. The product is: [ClH:25].[ClH:25].[CH3:22][O:21][C:19]1[CH:20]=[C:15]([NH:14][CH:11]2[CH2:12][CH2:13][NH:8][CH2:9][CH2:10]2)[N:16]=[C:17]([OH:23])[N:18]=1. (6) Given the reactants C([O:8][C:9]1[C:14](=[O:15])[N:13]=[C:12]([CH2:16][C:17]2([C:22]3[CH:27]=[C:26]([C:28]([F:31])([F:30])[F:29])[CH:25]=[C:24]([C:32]([F:35])([F:34])[F:33])[CH:23]=3)[CH2:21][CH2:20][CH2:19][CH2:18]2)[N:11]2[CH2:36][CH2:37][N:38]([CH:41]([CH3:43])[CH3:42])[C:39](=[O:40])[C:10]=12)C1C=CC=CC=1.OC1C(=O)N=C(CC2(C3C=CC(C(F)(F)F)=CC=3)CCCC2)N2CCN(C(C)C)C(=O)C=12, predict the reaction product. The product is: [F:34][C:32]([F:33])([F:35])[C:24]1[CH:23]=[C:22]([C:17]2([CH2:16][C:12]3[N:11]4[CH2:36][CH2:37][N:38]([CH:41]([CH3:43])[CH3:42])[C:39](=[O:40])[C:10]4=[C:9]([OH:8])[C:14](=[O:15])[N:13]=3)[CH2:18][CH2:19][CH2:20][CH2:21]2)[CH:27]=[C:26]([C:28]([F:29])([F:30])[F:31])[CH:25]=1. (7) Given the reactants [CH3:1][O:2][C:3]1[CH:8]=[CH:7][CH:6]=[C:5]([O:9][CH3:10])[C:4]=1[C:11]1[CH:12]=[C:13]2[C:18](=[CH:19][CH:20]=1)[CH:17]=[C:16]([OH:21])[CH:15]=[CH:14]2.[F:22][C:23]([F:36])([F:35])[S:24](O[S:24]([C:23]([F:36])([F:35])[F:22])(=[O:26])=[O:25])(=[O:26])=[O:25], predict the reaction product. The product is: [F:22][C:23]([F:36])([F:35])[S:24]([O:21][C:16]1[CH:15]=[CH:14][C:13]2[C:18](=[CH:19][CH:20]=[C:11]([C:4]3[C:5]([O:9][CH3:10])=[CH:6][CH:7]=[CH:8][C:3]=3[O:2][CH3:1])[CH:12]=2)[CH:17]=1)(=[O:26])=[O:25]. (8) Given the reactants [CH2:1]([S:8][C:9]([CH3:44])([CH:39](OC)[O:40]C)[CH2:10][NH:11][C:12]([C:14]1[NH:15][C:16]2[C:21]([CH:22]=1)=[CH:20][C:19]([O:23][CH2:24][CH2:25][O:26][CH3:27])=[CH:18][C:17]=2[N:28]([CH3:38])[S:29]([C:32]1[CH:37]=[CH:36][CH:35]=[CH:34][N:33]=1)(=[O:31])=[O:30])=[O:13])[C:2]1[CH:7]=[CH:6][CH:5]=[CH:4][CH:3]=1.O, predict the reaction product. The product is: [CH2:1]([S:8][C:9]([CH3:44])([CH:39]=[O:40])[CH2:10][NH:11][C:12]([C:14]1[NH:15][C:16]2[C:21]([CH:22]=1)=[CH:20][C:19]([O:23][CH2:24][CH2:25][O:26][CH3:27])=[CH:18][C:17]=2[N:28]([CH3:38])[S:29]([C:32]1[CH:37]=[CH:36][CH:35]=[CH:34][N:33]=1)(=[O:30])=[O:31])=[O:13])[C:2]1[CH:7]=[CH:6][CH:5]=[CH:4][CH:3]=1.